Task: Predict the product of the given reaction.. Dataset: Forward reaction prediction with 1.9M reactions from USPTO patents (1976-2016) Given the reactants Cl.[F:2][C:3]([F:20])([F:19])[C:4]1[CH:5]=[C:6]([CH:16]=[CH:17][CH:18]=1)[CH2:7][O:8][N:9]=[C:10]1[CH2:15][CH2:14][NH:13][CH2:12][CH2:11]1.C(N(CC)CC)C.[CH2:28]([C:32]1[CH:37]=[CH:36][C:35]([S:38](Cl)(=[O:40])=[O:39])=[CH:34][CH:33]=1)[CH2:29][CH2:30][CH3:31].C([O-])(O)=O.[Na+], predict the reaction product. The product is: [F:20][C:3]([F:2])([F:19])[C:4]1[CH:5]=[C:6]([CH:16]=[CH:17][CH:18]=1)[CH2:7][O:8][N:9]=[C:10]1[CH2:15][CH2:14][N:13]([S:38]([C:35]2[CH:36]=[CH:37][C:32]([CH2:28][CH2:29][CH2:30][CH3:31])=[CH:33][CH:34]=2)(=[O:40])=[O:39])[CH2:12][CH2:11]1.